Dataset: CYP1A2 inhibition data for predicting drug metabolism from PubChem BioAssay. Task: Regression/Classification. Given a drug SMILES string, predict its absorption, distribution, metabolism, or excretion properties. Task type varies by dataset: regression for continuous measurements (e.g., permeability, clearance, half-life) or binary classification for categorical outcomes (e.g., BBB penetration, CYP inhibition). Dataset: cyp1a2_veith. The result is 0 (non-inhibitor). The molecule is CC(C)CO/N=C1/C[C@@H](O)[C@@H](O)[C@H]2[C@@H]1CC[C@@H]1C(=O)N(C(C)(C)C)C(=O)[C@H]12.